From a dataset of Peptide-MHC class I binding affinity with 185,985 pairs from IEDB/IMGT. Regression. Given a peptide amino acid sequence and an MHC pseudo amino acid sequence, predict their binding affinity value. This is MHC class I binding data. (1) The peptide sequence is SIQRRTLDL. The MHC is H-2-Db with pseudo-sequence H-2-Db. The binding affinity (normalized) is 0. (2) The peptide sequence is SLLFREVWK. The MHC is HLA-A02:12 with pseudo-sequence HLA-A02:12. The binding affinity (normalized) is 0.0847. (3) The peptide sequence is RRRLTARGLL. The MHC is Mamu-B08 with pseudo-sequence Mamu-B08. The binding affinity (normalized) is 0.869. (4) The peptide sequence is LFPRFKFV. The MHC is H-2-Kb with pseudo-sequence H-2-Kb. The binding affinity (normalized) is 0.275.